Dataset: Reaction yield outcomes from USPTO patents with 853,638 reactions. Task: Predict the reaction yield, written as a fraction of the theoretical maximum amount of product (1.0 means a 100% yield; for example, 0.34 means a 34% yield). The reactants are Br[C:2]1[CH:7]=[CH:6][C:5]([Br:8])=[CH:4][N:3]=1. The catalyst is C1C=CC([P]([Pd]([P](C2C=CC=CC=2)(C2C=CC=CC=2)C2C=CC=CC=2)([P](C2C=CC=CC=2)(C2C=CC=CC=2)C2C=CC=CC=2)[P](C2C=CC=CC=2)(C2C=CC=CC=2)C2C=CC=CC=2)(C2C=CC=CC=2)C2C=CC=CC=2)=CC=1.C1(C)C(C)=CC=CC=1. The product is [Br:8][C:5]1[CH:6]=[CH:7][C:2]([C:2]2[CH:7]=[CH:6][C:5]([Br:8])=[CH:4][N:3]=2)=[N:3][CH:4]=1. The yield is 0.420.